Dataset: Retrosynthesis with 50K atom-mapped reactions and 10 reaction types from USPTO. Task: Predict the reactants needed to synthesize the given product. (1) Given the product CNC(=O)[C@H](Cc1ccccc1)NC(=O)[C@H](CC(C)C)NCCCC(=O)OC, predict the reactants needed to synthesize it. The reactants are: CNC(=O)[C@H](Cc1ccccc1)NC(=O)[C@@H](N)CC(C)C.COC(=O)CCCI. (2) Given the product C=CCCC(F)c1cccc(C#Cc2ccc(OC(F)F)cc2)c1, predict the reactants needed to synthesize it. The reactants are: C#Cc1ccc(OC(F)F)cc1.C=CCCC(F)c1cccc(I)c1. (3) Given the product O=C1CC[C@@H](C(=O)N[C@@H](Cc2c[nH]cn2)C(=O)N[C@@H](Cc2c[nH]c3ccccc23)C(=O)N[C@@H](CO)C(=O)N[C@@H](Cc2ccc(OCc3ccccc3)cc2)C(=O)OCc2ccccc2)N1, predict the reactants needed to synthesize it. The reactants are: N[C@@H](Cc1ccc(OCc2ccccc2)cc1)C(=O)OCc1ccccc1.O=C1CC[C@@H](C(=O)N[C@@H](Cc2c[nH]cn2)C(=O)N[C@@H](Cc2c[nH]c3ccccc23)C(=O)N[C@@H](CO)C(=O)O)N1.